From a dataset of Orexin1 receptor HTS with 218,158 compounds and 233 confirmed actives. Binary Classification. Given a drug SMILES string, predict its activity (active/inactive) in a high-throughput screening assay against a specified biological target. The compound is S(Cc1cc(OC)c(OC)cc1)c1n(nnn1)Cc1ccccc1. The result is 0 (inactive).